Dataset: Full USPTO retrosynthesis dataset with 1.9M reactions from patents (1976-2016). Task: Predict the reactants needed to synthesize the given product. (1) Given the product [CH:24]1([C:20]2[CH:19]=[CH:18][CH:17]=[C:16]3[C:21]=2[CH2:22][CH2:23][N:14]2[C:13](=[O:28])[CH2:12][N:11]=[C:10]([N:8]4[CH:9]=[C:5]([CH:3]([CH:4]5[CH2:30][CH2:29]5)[OH:2])[N:6]=[CH:7]4)[CH:27]=[C:15]23)[CH2:26][CH2:25]1, predict the reactants needed to synthesize it. The reactants are: C[O:2][C@@H:3]([C:5]1[N:6]=[CH:7][N:8]([C:10]2[CH:27]=[C:15]3[C:16]4[C:21]([CH2:22][CH2:23][N:14]3[C:13](=[O:28])[CH2:12][N:11]=2)=[C:20]([C:24]([CH3:26])=[CH2:25])[CH:19]=[CH:18][CH:17]=4)[CH:9]=1)[CH3:4].[CH:29]1([Mg]Br)C[CH2:30]1. (2) The reactants are: Br[C:2]1[CH:20]=[CH:19][C:5]([CH2:6][N:7]2[CH2:11][CH:10]([C:12]3[CH:13]=[N:14][CH:15]=[CH:16][CH:17]=3)[O:9][C:8]2=[O:18])=[CH:4][CH:3]=1.[F:21][C:22]1[CH:27]=[C:26]([F:28])[CH:25]=[CH:24][C:23]=1B(O)O. Given the product [F:21][C:22]1[CH:27]=[C:26]([F:28])[CH:25]=[CH:24][C:23]=1[C:2]1[CH:20]=[CH:19][C:5]([CH2:6][N:7]2[CH2:11][CH:10]([C:12]3[CH:13]=[N:14][CH:15]=[CH:16][CH:17]=3)[O:9][C:8]2=[O:18])=[CH:4][CH:3]=1, predict the reactants needed to synthesize it. (3) Given the product [Cl:8][C:5]1[N:6]=[CH:7][C:2]([NH2:1])=[C:3]([CH:9]([NH:18][CH3:17])[C:11]2[CH:16]=[CH:15][CH:14]=[CH:13][CH:12]=2)[CH:4]=1, predict the reactants needed to synthesize it. The reactants are: [NH2:1][C:2]1[C:3]([C:9]([C:11]2[CH:16]=[CH:15][CH:14]=[CH:13][CH:12]=2)=O)=[CH:4][C:5]([Cl:8])=[N:6][CH:7]=1.[CH3:17][NH2:18].C1COCC1.C(O)(=O)C.C(O[BH-](OC(=O)C)OC(=O)C)(=O)C.[Na+]. (4) The reactants are: C([O:3][C:4](=[O:39])[C@@H:5]([NH:15][C@H:16]([C:31](=[O:38])[NH:32][C:33]1[NH:37][N:36]=[N:35][N:34]=1)[CH2:17][C:18]1[CH:23]=[CH:22][C:21]([C:24]2[CH:29]=[CH:28][CH:27]=[C:26]([Cl:30])[CH:25]=2)=[CH:20][CH:19]=1)[CH2:6][O:7]CC1C=CC=CC=1)C. Given the product [Cl:30][C:26]1[CH:25]=[C:24]([C:21]2[CH:20]=[CH:19][C:18]([CH2:17][C@H:16]([NH:15][C@@H:5]([CH2:6][OH:7])[C:4]([OH:39])=[O:3])[C:31](=[O:38])[NH:32][C:33]3[NH:37][N:36]=[N:35][N:34]=3)=[CH:23][CH:22]=2)[CH:29]=[CH:28][CH:27]=1, predict the reactants needed to synthesize it. (5) Given the product [N:1]1([CH2:7][CH2:8][N:9]2[C:14](=[O:15])[C:13]3[CH:16]=[C:17]([CH2:19][CH2:20][CH3:21])[S:18][C:12]=3[N:11]([CH2:24][C:25]3[CH:30]=[CH:29][C:28]([C:31]4[CH:36]=[CH:35][CH:34]=[CH:33][C:32]=4[C:37]4[NH:41][C:40](=[O:47])[O:39][N:38]=4)=[CH:27][CH:26]=3)[C:10]2=[O:22])[CH2:6][CH2:5][O:4][CH2:3][CH2:2]1, predict the reactants needed to synthesize it. The reactants are: [N:1]1([CH2:7][CH2:8][N:9]2[C:14](=[O:15])[C:13]3[CH:16]=[C:17]([CH2:19][CH2:20][CH3:21])[S:18][C:12]=3[NH:11][C:10]2=[O:22])[CH2:6][CH2:5][O:4][CH2:3][CH2:2]1.Br[CH2:24][C:25]1[CH:30]=[CH:29][C:28]([C:31]2[CH:36]=[CH:35][CH:34]=[CH:33][C:32]=2[C:37]2[N:41]=[C:40](C(Cl)(Cl)Cl)[O:39][N:38]=2)=[CH:27][CH:26]=1.C(=O)([O-])[O-:47].[K+].[K+].